This data is from Forward reaction prediction with 1.9M reactions from USPTO patents (1976-2016). The task is: Predict the product of the given reaction. (1) Given the reactants [CH3:1][O:2][C:3](=[O:18])[CH:4]([C:11]1[CH:16]=[CH:15][C:14](I)=[CH:13][CH:12]=1)[CH2:5][CH:6]1[CH2:10][CH2:9][CH2:8][CH2:7]1.[C:19]([C:21]1[CH:22]=[N:23][CH:24]=[N:25][CH:26]=1)#[CH:20].[I-], predict the reaction product. The product is: [CH3:1][O:2][C:3](=[O:18])[CH:4]([C:11]1[CH:16]=[CH:15][C:14]([C:20]#[C:19][C:21]2[CH:22]=[N:23][CH:24]=[N:25][CH:26]=2)=[CH:13][CH:12]=1)[CH2:5][CH:6]1[CH2:10][CH2:9][CH2:8][CH2:7]1. (2) Given the reactants Cl.[NH2:2][C:3]([CH3:29])([CH3:28])[C@H:4]([NH:9][C:10](=[O:27])[C:11]1[CH:16]=[CH:15][C:14]([C:17]#[C:18][C:19]#[C:20][C:21]([OH:26])([CH2:24][OH:25])[CH2:22][Cl:23])=[CH:13][CH:12]=1)[C:5](OC)=[O:6].[NH2:30][OH:31].O, predict the reaction product. The product is: [NH2:2][C:3]([CH3:29])([CH3:28])[C@H:4]([NH:9][C:10](=[O:27])[C:11]1[CH:16]=[CH:15][C:14]([C:17]#[C:18][C:19]#[C:20][C:21]([OH:26])([CH2:24][OH:25])[CH2:22][Cl:23])=[CH:13][CH:12]=1)[C:5]([NH:30][OH:31])=[O:6].